From a dataset of Catalyst prediction with 721,799 reactions and 888 catalyst types from USPTO. Predict which catalyst facilitates the given reaction. Product: [N:42]1[CH:41]=[C:40]([C:38]([NH:37][C:35]2[CH:36]=[C:31]([C:29]3[N:28]=[C:12]([CH:10]4[CH2:9][N:8]([C:1]([O:3][C:4]([CH3:5])([CH3:6])[CH3:7])=[O:2])[CH2:11]4)[O:14][N:30]=3)[CH:32]=[CH:33][C:34]=2[CH3:49])=[O:39])[N:44]2[CH:45]=[CH:46][CH:47]=[CH:48][C:43]=12. Reactant: [C:1]([N:8]1[CH2:11][CH:10]([C:12]([OH:14])=O)[CH2:9]1)([O:3][C:4]([CH3:7])([CH3:6])[CH3:5])=[O:2].C1N=CN(C(N2C=NC=C2)=O)C=1.O[N:28]=[C:29]([C:31]1[CH:32]=[CH:33][C:34]([CH3:49])=[C:35]([NH:37][C:38]([C:40]2[N:44]3[CH:45]=[CH:46][CH:47]=[CH:48][C:43]3=[N:42][CH:41]=2)=[O:39])[CH:36]=1)[NH2:30]. The catalyst class is: 37.